This data is from Peptide-MHC class I binding affinity with 185,985 pairs from IEDB/IMGT. The task is: Regression. Given a peptide amino acid sequence and an MHC pseudo amino acid sequence, predict their binding affinity value. This is MHC class I binding data. (1) The peptide sequence is MPTVIEHLER. The MHC is HLA-B53:01 with pseudo-sequence HLA-B53:01. The binding affinity (normalized) is 0.181. (2) The peptide sequence is KIMEIVSHL. The MHC is HLA-A02:06 with pseudo-sequence HLA-A02:06. The binding affinity (normalized) is 0.687. (3) The peptide sequence is MSAEVAELYRL. The MHC is Mamu-A01 with pseudo-sequence Mamu-A01. The binding affinity (normalized) is 0.430.